This data is from Forward reaction prediction with 1.9M reactions from USPTO patents (1976-2016). The task is: Predict the product of the given reaction. Given the reactants [CH3:1][C:2]1[C:7](/[CH:8]=[CH:9]/[C:10](/[CH3:20])=[CH:11]/[CH:12]=[CH:13]/[C:14](/[CH3:19])=[CH:15]/[C:16]([OH:18])=O)=[C:6]([CH3:21])[C:5]([CH3:22])=[C:4]([O:23][CH3:24])[CH:3]=1.[NH2:25][C:26]1[CH:31]=[CH:30][N:29]=[CH:28][CH:27]=1.C1CCC(N=C=NC2CCCCC2)CC1, predict the reaction product. The product is: [CH3:24][O:23][C:4]1[CH:3]=[C:2]([CH3:1])[C:7](/[CH:8]=[CH:9]/[C:10](/[CH3:20])=[CH:11]/[CH:12]=[CH:13]/[C:14](/[CH3:19])=[CH:15]/[C:16]([NH:25][C:26]2[CH:31]=[CH:30][N:29]=[CH:28][CH:27]=2)=[O:18])=[C:6]([CH3:21])[C:5]=1[CH3:22].